From a dataset of Forward reaction prediction with 1.9M reactions from USPTO patents (1976-2016). Predict the product of the given reaction. (1) Given the reactants [F:1][C:2]1[CH:3]=[CH:4][CH:5]=[C:6]2[C:11]=1[C:10]([O:12][C@H:13]1[CH2:17][CH2:16][N:15](C(OC(C)(C)C)=O)[CH2:14]1)=[N:9][C:8]([C:25]1[NH:29][C:28](=[O:30])[NH:27][N:26]=1)=[CH:7]2.[ClH:31].CCOC(C)=O, predict the reaction product. The product is: [ClH:31].[F:1][C:2]1[CH:3]=[CH:4][CH:5]=[C:6]2[C:11]=1[C:10]([O:12][C@H:13]1[CH2:17][CH2:16][NH:15][CH2:14]1)=[N:9][C:8]([C:25]1[NH:29][C:28](=[O:30])[NH:27][N:26]=1)=[CH:7]2. (2) The product is: [NH2:38][C:36]1[N:35]=[CH:34][N:33]=[C:32]2[N:31]([CH:39]([CH3:41])[CH3:40])[N:30]=[C:29]([C:13]3[CH:12]=[C:11]4[C:16](=[CH:15][CH:14]=3)[NH:8][CH:9]=[C:10]4[CH:26]=[O:27])[C:37]=12. Given the reactants C([N:8]1[C:16]2[C:11](=[CH:12][C:13](B3OC(C)(C)C(C)(C)O3)=[CH:14][CH:15]=2)[C:10]([CH:26]=[O:27])=[CH:9]1)(OC(C)(C)C)=O.I[C:29]1[C:37]2[C:32](=[N:33][CH:34]=[N:35][C:36]=2[NH2:38])[N:31]([CH:39]([CH3:41])[CH3:40])[N:30]=1.C([O-])([O-])=O.[Na+].[Na+], predict the reaction product.